From a dataset of Forward reaction prediction with 1.9M reactions from USPTO patents (1976-2016). Predict the product of the given reaction. (1) Given the reactants [CH2:1]([O:3][CH2:4][CH:5]([O:26][C:27]1[CH:32]=[CH:31][CH:30]=[CH:29][N:28]=1)[CH2:6][N:7](CC1C=CC(OC)=CC=1)CC1C=CC(OC)=CC=1)[CH3:2], predict the reaction product. The product is: [CH2:1]([O:3][CH2:4][CH:5]([O:26][C:27]1[CH:32]=[CH:31][CH:30]=[CH:29][N:28]=1)[CH2:6][NH2:7])[CH3:2]. (2) Given the reactants [NH2:1][C@H:2]([C:4]([OH:6])=[O:5])[CH3:3].[C:7]([O-:10])([O-])=O.[Na+].[Na+].[N+:13]([C:16]1[CH:24]=[CH:23][CH:22]=[C:21]([N+:25]([O-:27])=[O:26])[C:17]=1C(O)=O)([O-:15])=[O:14], predict the reaction product. The product is: [N+:13]([C:16]1[CH:17]=[C:21]([N+:25]([O-:27])=[O:26])[CH:22]=[CH:23][C:24]=1[C:7]([NH:1][C@@H:2]([CH3:3])[C:4]([OH:6])=[O:5])=[O:10])([O-:15])=[O:14]. (3) Given the reactants [C:1]([C:8]([O:10][CH2:11][CH3:12])=[O:9])#[C:2][C:3]([O:5][CH2:6][CH3:7])=[O:4].CCCC[N+](CCCC)(CCCC)CCCC.[F-].[Br-].[CH2:32]([N+:36]1[CH:41]=[C:40]([C:42]2[CH:47]=[CH:46][CH:45]=[CH:44][CH:43]=2)[CH:39]=[C:38]([N:48]2[CH2:53][CH2:52][O:51][CH2:50][CH2:49]2)[N:37]=1)[CH2:33][CH:34]=[CH2:35], predict the reaction product. The product is: [CH2:33]([C:32]1[N:36]2[N:37]=[C:38]([N:48]3[CH2:53][CH2:52][O:51][CH2:50][CH2:49]3)[CH:39]=[C:40]([C:42]3[CH:47]=[CH:46][CH:45]=[CH:44][CH:43]=3)[C:41]2=[C:2]([C:3]([O:5][CH2:6][CH3:7])=[O:4])[C:1]=1[C:8]([O:10][CH2:11][CH3:12])=[O:9])[CH:34]=[CH2:35]. (4) The product is: [CH3:18][C:16]([CH3:19])([S:20]([NH:22][CH:23]([C:2]1[C:7]([O:8][CH3:9])=[CH:6][CH:5]=[CH:4][C:3]=1[F:10])[CH2:24][CH:25]([CH3:31])[C:26]([O:28][CH2:29][CH3:30])=[O:27])=[O:21])[CH3:17]. Given the reactants Br[C:2]1[C:7]([O:8][CH3:9])=[CH:6][CH:5]=[CH:4][C:3]=1[F:10].[Li]CCCC.[C:16]([S:20]([N:22]=[CH:23][CH2:24][CH:25]([CH3:31])[C:26]([O:28][CH2:29][CH3:30])=[O:27])=[O:21])([CH3:19])([CH3:18])[CH3:17].[NH4+].[Cl-], predict the reaction product. (5) The product is: [F:1][C:2]1[CH:3]=[C:4]2[C:8](=[CH:9][CH:10]=1)[NH:7][CH:6]=[C:5]2[C:11]1[CH:16]=[CH:15][N:14]=[C:13]([NH:17][C:18]2[CH:19]=[CH:20][C:21]([N:24]3[CH2:29][CH2:28][N:27]([S:36]([C:34]4[CH:33]=[N:32][N:31]([CH3:30])[CH:35]=4)(=[O:38])=[O:37])[CH2:26][CH2:25]3)=[CH:22][CH:23]=2)[N:12]=1. Given the reactants [F:1][C:2]1[CH:3]=[C:4]2[C:8](=[CH:9][CH:10]=1)[NH:7][CH:6]=[C:5]2[C:11]1[CH:16]=[CH:15][N:14]=[C:13]([NH:17][C:18]2[CH:23]=[CH:22][C:21]([N:24]3[CH2:29][CH2:28][NH:27][CH2:26][CH2:25]3)=[CH:20][CH:19]=2)[N:12]=1.[CH3:30][N:31]1[CH:35]=[C:34]([S:36](Cl)(=[O:38])=[O:37])[CH:33]=[N:32]1.C(N(CC)CC)C, predict the reaction product. (6) Given the reactants [CH3:1][O-:2].[Na+].Br[C:5]1[CH:18]=[C:17]2[C:19]([CH3:31])([CH3:30])[C:20]3[CH:28]=[C:27](Br)[CH:26]=[C:22]4[C:23]([CH3:25])([CH3:24])[C:13]5[C:14]6[N:15]([C:21]=34)[C:16]2=[C:7]([C:8]([CH3:33])([CH3:32])[C:9]=6[CH:10]=[CH:11][CH:12]=5)[CH:6]=1.CN(C)[CH:36]=[O:37], predict the reaction product. The product is: [CH3:1][O:2][C:5]1[CH:18]=[C:17]2[C:19]([CH3:31])([CH3:30])[C:20]3[CH:28]=[C:27]([O:37][CH3:36])[CH:26]=[C:22]4[C:23]([CH3:25])([CH3:24])[C:13]5[C:14]6[N:15]([C:21]=34)[C:16]2=[C:7]([C:8]([CH3:33])([CH3:32])[C:9]=6[CH:10]=[CH:11][CH:12]=5)[CH:6]=1. (7) The product is: [CH3:1][O:2][C:3]([CH2:4][O:5][CH2:6][CH:7]1[CH2:8][CH2:9][N:10]([CH2:15][C:16]2[CH:17]=[CH:18][C:19]([CH2:20][N:21]3[C:29](=[O:30])[NH:28][C:27]4[C:22]3=[N:23][C:24]([O:32][CH2:33][CH2:34][O:35][CH3:36])=[N:25][C:26]=4[NH2:31])=[CH:37][CH:38]=2)[CH2:11][CH2:12]1)=[O:13]. Given the reactants [CH3:1][O:2][C:3](=[O:13])[CH2:4][O:5][CH2:6][CH:7]1[CH2:12][CH2:11][NH:10][CH2:9][CH2:8]1.Cl[CH2:15][C:16]1[CH:38]=[CH:37][C:19]([CH2:20][N:21]2[C:29](=[O:30])[NH:28][C:27]3[C:22]2=[N:23][C:24]([O:32][CH2:33][CH2:34][O:35][CH3:36])=[N:25][C:26]=3[NH2:31])=[CH:18][CH:17]=1, predict the reaction product.